This data is from Forward reaction prediction with 1.9M reactions from USPTO patents (1976-2016). The task is: Predict the product of the given reaction. (1) Given the reactants [CH3:1][C:2]1([CH3:15])[O:14][C:6]2=[C:7]([CH3:13])[N:8]=[CH:9][C:10]([CH2:11][NH2:12])=[C:5]2[CH2:4][O:3]1.[N+:16]([C:19]1[N:24]=[CH:23][C:22]([C:25]2[CH:33]=[CH:32][C:28]([C:29](O)=[O:30])=[CH:27][CH:26]=2)=[CH:21][CH:20]=1)([O-])=[O:17], predict the reaction product. The product is: [OH:17][NH:16][C:19]1[N:24]=[CH:23][C:22]([C:25]2[CH:33]=[CH:32][C:28]([C:29]([NH:12][CH2:11][C:10]3[CH:9]=[N:8][C:7]([CH3:13])=[C:6]4[O:14][C:2]([CH3:15])([CH3:1])[O:3][CH2:4][C:5]=34)=[O:30])=[CH:27][CH:26]=2)=[CH:21][CH:20]=1. (2) Given the reactants [CH3:1][O:2][CH:3]1[CH2:7][CH2:6][NH:5][CH2:4]1.[CH:8]1([C:11]2[N:16]=[C:15]([C:17]([NH:19][C:20]3[CH:28]=[N:27][CH:26]=[CH:25][C:21]=3[C:22](O)=[O:23])=[O:18])[C:14]([NH:29][C:30]3[CH:31]=[N:32][CH:33]=[N:34][CH:35]=3)=[CH:13][CH:12]=2)[CH2:10][CH2:9]1, predict the reaction product. The product is: [CH3:1][O:2][CH:3]1[CH2:7][CH2:6][N:5]([C:22]([C:21]2[CH:25]=[CH:26][N:27]=[CH:28][C:20]=2[NH:19][C:17]([C:15]2[C:14]([NH:29][C:30]3[CH:31]=[N:32][CH:33]=[N:34][CH:35]=3)=[CH:13][CH:12]=[C:11]([CH:8]3[CH2:10][CH2:9]3)[N:16]=2)=[O:18])=[O:23])[CH2:4]1. (3) Given the reactants Cl[O-].[Na+].[OH:4][C:5]1[CH:6]=[C:7]([CH:11]=[CH:12][CH:13]=1)[C:8]([OH:10])=[O:9].[OH-].[Na+].[I-:16].[Na+], predict the reaction product. The product is: [OH:4][C:5]1[CH:6]=[C:7]([CH:11]=[CH:12][C:13]=1[I:16])[C:8]([OH:10])=[O:9].